This data is from Forward reaction prediction with 1.9M reactions from USPTO patents (1976-2016). The task is: Predict the product of the given reaction. Given the reactants Cl[C:2]1[CH:3]=[C:4]([CH:22]=[CH:23][CH:24]=1)[C:5]([NH:7][C:8]1[CH:9]=[C:10]2[C:14](=[CH:15][CH:16]=1)[NH:13][N:12]=[C:11]2[C:17]1[NH:18][CH:19]=[CH:20][CH:21]=1)=[O:6].[CH3:25][O:26]C1C=CC(C(Cl)=O)=CC=1.C(N(CC)CC)C, predict the reaction product. The product is: [CH3:25][O:26][C:24]1[CH:23]=[CH:22][C:4]([C:5]([NH:7][C:8]2[CH:9]=[C:10]3[C:14](=[CH:15][CH:16]=2)[NH:13][N:12]=[C:11]3[C:17]2[NH:18][CH:19]=[CH:20][CH:21]=2)=[O:6])=[CH:3][CH:2]=1.